The task is: Predict the product of the given reaction.. This data is from Forward reaction prediction with 1.9M reactions from USPTO patents (1976-2016). (1) Given the reactants [CH3:1][C:2]1([CH3:14])[C:6]([CH3:8])([CH3:7])[O:5][B:4]([C:9]2[CH:10]=[N:11][NH:12][CH:13]=2)[O:3]1.C(=O)([O-])[O-].[Cs+].[Cs+].CN(C)C=O.[CH2:26](Br)[CH:27]=[CH2:28], predict the reaction product. The product is: [CH2:28]([N:12]1[CH:13]=[C:9]([B:4]2[O:5][C:6]([CH3:7])([CH3:8])[C:2]([CH3:14])([CH3:1])[O:3]2)[CH:10]=[N:11]1)[CH:27]=[CH2:26]. (2) Given the reactants [C:1]1([C:7]([CH:9](Br)[C:10]2[CH:15]=[CH:14][CH:13]=[CH:12][CH:11]=2)=O)[CH:6]=[CH:5][CH:4]=[CH:3][CH:2]=1.[CH3:17][O:18][C:19]1[CH:24]=[CH:23][C:22](/[CH:25]=[N:26]/[NH:27][C:28](=[NH:30])[NH2:29])=[CH:21][CH:20]=1, predict the reaction product. The product is: [CH3:17][O:18][C:19]1[CH:24]=[CH:23][C:22](/[CH:25]=[N:26]/[N:27]2[C:7]([C:1]3[CH:6]=[CH:5][CH:4]=[CH:3][CH:2]=3)=[C:9]([C:10]3[CH:15]=[CH:14][CH:13]=[CH:12][CH:11]=3)[N:29]=[C:28]2[NH2:30])=[CH:21][CH:20]=1. (3) Given the reactants P(Cl)(Cl)(Cl)(Cl)Cl.C(N1[CH2:15][N:14]([CH:16]([CH3:18])[CH3:17])[CH2:13]N(C(C)C)C1)(C)C.[Cl:22][C:23]1[CH:28]=[CH:27][C:26]([NH:29][C:30]([NH:32][C:33](=[O:42])[C:34]2[C:39]([F:40])=[CH:38][CH:37]=[CH:36][C:35]=2[F:41])=[O:31])=[CH:25][CH:24]=1.C(N([CH2:48][CH3:49])CC)C.[OH-].[Na+].Cl[CH2:53]Cl, predict the reaction product. The product is: [Cl:22][C:23]1[CH:28]=[CH:27][C:26]([N:29]2[CH2:13][N:14]([C:16]3[CH:17]=[CH:49][CH:48]=[CH:53][CH:18]=3)[CH2:15][N:32]([C:33](=[O:42])[C:34]3[C:39]([F:40])=[CH:38][CH:37]=[CH:36][C:35]=3[F:41])[C:30]2=[O:31])=[CH:25][CH:24]=1. (4) Given the reactants [C:1]([C:3]1[CH:12]=[CH:11][CH:10]=[C:9]([CH3:13])[C:4]=1[C:5]([O:7][CH3:8])=[O:6])#[N:2].[Br:14]N1C(=O)CCC1=O.CC(N=NC(C#N)(C)C)(C#N)C, predict the reaction product. The product is: [Br:14][CH2:13][C:9]1[CH:10]=[CH:11][CH:12]=[C:3]([C:1]#[N:2])[C:4]=1[C:5]([O:7][CH3:8])=[O:6]. (5) Given the reactants [NH2:1][C:2]1[CH:3]=[C:4]([CH:20]=[CH:21][C:22]=1[NH2:23])[CH2:5][N:6]1[C:10]2[CH:11]=[C:12]([C:15]([O:17][CH3:18])=[O:16])[CH:13]=[CH:14][C:9]=2[O:8][C:7]1=[O:19].[C:24](N1C=CN=C1)(N1C=CN=C1)=[O:25].O, predict the reaction product. The product is: [O:19]=[C:7]1[N:6]([CH2:5][C:4]2[CH:20]=[CH:21][C:22]3[NH:23][C:24](=[O:25])[NH:1][C:2]=3[CH:3]=2)[C:10]2[CH:11]=[C:12]([C:15]([O:17][CH3:18])=[O:16])[CH:13]=[CH:14][C:9]=2[O:8]1. (6) Given the reactants [CH2:1]([O:8][C:9]1[CH:14]=[CH:13][N:12]([CH2:15][C:16]([C:18]2[CH:23]=[CH:22][C:21]([CH2:24]O)=[CH:20][C:19]=2[CH3:26])=[O:17])[C:11](=[O:27])[CH:10]=1)[C:2]1[CH:7]=[CH:6][CH:5]=[CH:4][CH:3]=1.P(Br)(Br)[Br:29], predict the reaction product. The product is: [CH2:1]([O:8][C:9]1[CH:14]=[CH:13][N:12]([CH2:15][C:16]([C:18]2[CH:23]=[CH:22][C:21]([CH2:24][Br:29])=[CH:20][C:19]=2[CH3:26])=[O:17])[C:11](=[O:27])[CH:10]=1)[C:2]1[CH:7]=[CH:6][CH:5]=[CH:4][CH:3]=1. (7) The product is: [Cl:1][C:2]1[N:10]=[C:9]2[C:5]([N:6]=[CH:7][N:8]2[C@@H:11]2[CH2:15][C@H:14]([NH:16][C:17](=[O:18])[CH2:19][CH2:20][CH3:21])[C@@H:13]([OH:23])[C@H:12]2[OH:24])=[C:4]([NH:25][CH2:26][CH:27]([C:28]2[CH:29]=[CH:30][CH:31]=[CH:32][CH:33]=2)[C:34]2[CH:35]=[CH:36][CH:37]=[CH:38][CH:39]=2)[N:3]=1. Given the reactants [Cl:1][C:2]1[N:10]=[C:9]2[C:5]([N:6]=[CH:7][N:8]2[C@@H:11]2[CH2:15][C@H:14]([NH:16][C:17]([CH:19]3C[CH2:21][CH2:20]3)=[O:18])[C@@H:13]([OH:23])[C@H:12]2[OH:24])=[C:4]([NH:25][CH2:26][CH:27]([C:34]2[CH:39]=[CH:38][CH:37]=[CH:36][CH:35]=2)[C:28]2[CH:33]=[CH:32][CH:31]=[CH:30][CH:29]=2)[N:3]=1.Cl.N[C@H]1C[C@@H](N2C=NC3C2=NC(Cl)=NC=3NCC(C2C=CC=CC=2)C2C=CC=CC=2)[C@H](O)[C@@H]1O.ClC1N=C2C(N=CN2)=C(NCC(C2C=CC=CC=2)C2C=CC=CC=2)N=1.C(Cl)(=O)CCC, predict the reaction product. (8) Given the reactants [Si:1]([O:8][C:9]1[CH:14]=[CH:13][CH:12]=[CH:11][C:10]=1[C:15](=O)[CH3:16])([C:4]([CH3:7])([CH3:6])[CH3:5])([CH3:3])[CH3:2].[N+:18]([C:21]1[CH:28]=[CH:27][C:24]([CH:25]=O)=[CH:23][CH:22]=1)([O-:20])=[O:19].[C:29](#[N:33])[CH2:30][C:31]#[N:32].C([O-])(=O)C.[NH4+:38].C(=O)([O-])O.[Na+], predict the reaction product. The product is: [NH2:32][C:31]1[N:38]=[C:15]([C:10]2[CH:11]=[CH:12][CH:13]=[CH:14][C:9]=2[O:8][Si:1]([C:4]([CH3:7])([CH3:6])[CH3:5])([CH3:3])[CH3:2])[CH:16]=[C:25]([C:24]2[CH:27]=[CH:28][C:21]([N+:18]([O-:20])=[O:19])=[CH:22][CH:23]=2)[C:30]=1[C:29]#[N:33]. (9) Given the reactants C(N(CC)C(C)C)(C)C.[NH2:10][CH2:11][CH:12]([CH2:17][CH2:18][C:19]([F:43])([F:42])[C:20]([F:41])([F:40])[C:21]([F:39])([F:38])[C:22]([F:37])([F:36])[C:23]([F:35])([F:34])[C:24]([F:33])([F:32])[C:25]([F:31])([F:30])[C:26]([F:29])([F:28])[F:27])[C:13]([O:15][CH3:16])=[O:14].[CH3:44][N:45]([CH3:63])[C:46]1[CH:51]=[CH:50][C:49]([N:52]=[N:53][C:54]2[CH:62]=[CH:61][C:57]([C:58](O)=[O:59])=[CH:56][CH:55]=2)=[CH:48][CH:47]=1.O, predict the reaction product. The product is: [CH3:44][N:45]([CH3:63])[C:46]1[CH:47]=[CH:48][C:49]([N:52]=[N:53][C:54]2[CH:62]=[CH:61][C:57]([C:58]([NH:10][CH2:11][CH:12]([CH2:17][CH2:18][C:19]([F:42])([F:43])[C:20]([F:40])([F:41])[C:21]([F:38])([F:39])[C:22]([F:36])([F:37])[C:23]([F:34])([F:35])[C:24]([F:32])([F:33])[C:25]([F:30])([F:31])[C:26]([F:29])([F:27])[F:28])[C:13]([O:15][CH3:16])=[O:14])=[O:59])=[CH:56][CH:55]=2)=[CH:50][CH:51]=1. (10) Given the reactants [NH2:1][C:2]1[CH:10]=[CH:9][C:8]([Cl:11])=[CH:7][C:3]=1[C:4](O)=O.[F:12][C:13]1[CH:18]=[CH:17][CH:16]=[CH:15][C:14]=1[C:19](=O)[CH2:20][CH3:21].P(Cl)(Cl)([Cl:25])=O, predict the reaction product. The product is: [Cl:25][C:4]1[C:3]2[C:2](=[CH:10][CH:9]=[C:8]([Cl:11])[CH:7]=2)[N:1]=[C:19]([C:14]2[CH:15]=[CH:16][CH:17]=[CH:18][C:13]=2[F:12])[C:20]=1[CH3:21].